Task: Predict which catalyst facilitates the given reaction.. Dataset: Catalyst prediction with 721,799 reactions and 888 catalyst types from USPTO (1) Reactant: [CH3:1][C:2]1([CH3:13])[C:11]2[C:6](=[CH:7][CH:8]=[CH:9][CH:10]=2)[C:5](=O)[CH2:4][CH2:3]1.[NH2:14][OH:15].Cl.CC([O-])=O.[Na+]. Product: [CH3:1][C:2]1([CH3:13])[C:11]2[C:6](=[CH:7][CH:8]=[CH:9][CH:10]=2)[C:5](=[N:14][OH:15])[CH2:4][CH2:3]1. The catalyst class is: 351. (2) Reactant: [CH3:1][N:2]1[CH:6]=[C:5]([NH:7][C:8]([C:10]2[N:11]([CH3:18])[CH:12]=[C:13]([N+:15]([O-:17])=[O:16])[CH:14]=2)=[O:9])[CH:4]=[C:3]1[C:19]([O:21]C)=[O:20].[Li+].[OH-]. Product: [CH3:1][N:2]1[CH:6]=[C:5]([NH:7][C:8]([C:10]2[N:11]([CH3:18])[CH:12]=[C:13]([N+:15]([O-:17])=[O:16])[CH:14]=2)=[O:9])[CH:4]=[C:3]1[C:19]([OH:21])=[O:20]. The catalyst class is: 287. (3) Reactant: [CH2:1]([N:5]1[C:13]2[N:12]=[C:11]([Cl:14])[N:10](CC=C)[C:9]=2[C:8](=[O:18])[N:7]([CH2:19][CH2:20][CH2:21][CH2:22][C:23]2[N:24]=[CH:25][NH:26]C=2)[C:6]1=[O:28])[CH2:2][CH2:3][CH3:4].Cl[CH2:30][C:31]1[CH:36]=[CH:35][CH:34]=[C:33]([C:37]([F:40])([F:39])[F:38])[CH:32]=1.CCN(C(C)C)C(C)C.N1CCOCC1. Product: [CH2:1]([N:5]1[C:13]2[N:12]=[C:11]([Cl:14])[NH:10][C:9]=2[C:8](=[O:18])[N:7]([CH2:19][CH2:20][CH2:21][C:22]2[N:26]=[CH:25][N:24]([CH2:30][C:31]3[CH:36]=[CH:35][CH:34]=[C:33]([C:37]([F:38])([F:39])[F:40])[CH:32]=3)[CH:23]=2)[C:6]1=[O:28])[CH2:2][CH2:3][CH3:4]. The catalyst class is: 128. (4) Reactant: [NH2:1][C:2]1[C:10]([O:11][CH3:12])=[CH:9][CH:8]=[CH:7][C:3]=1[C:4](O)=[O:5].CC[N:15]=C=NCCCN(C)C.Cl.C1C=CC2N(O)N=NC=2C=1.CN1CCOCC1.N. Product: [NH2:1][C:2]1[C:10]([O:11][CH3:12])=[CH:9][CH:8]=[CH:7][C:3]=1[C:4]([NH2:15])=[O:5]. The catalyst class is: 20. (5) Reactant: [Br:1][C:2]1[N:7]=[C:6]([NH:8][CH2:9][C:10]2[C:15]([CH3:16])=[CH:14][CH:13]=[CH:12][C:11]=2[CH2:17][CH3:18])[C:5]([NH2:19])=[C:4]([NH:20][CH3:21])[CH:3]=1.[C:22](OC)(OC)(OC)[CH3:23].O.C(=O)(O)[O-].[Na+]. Product: [Br:1][C:2]1[N:7]=[C:6]([NH:8][CH2:9][C:10]2[C:15]([CH3:16])=[CH:14][CH:13]=[CH:12][C:11]=2[CH2:17][CH3:18])[C:5]2[N:19]=[C:22]([CH3:23])[N:20]([CH3:21])[C:4]=2[CH:3]=1. The catalyst class is: 8. (6) Reactant: [CH3:1][CH2:2][C:3]1[CH:4]=[CH:5][C:6]([C:9]([CH:11]([CH2:13][N:14]2[CH2:19][CH2:18][CH2:17][CH2:16][CH2:15]2)[CH3:12])=[O:10])=[CH:7][CH:8]=1.C/C(/C=C1/C(N(CC(O)=O)C(S/1)=S)=O)=C\C1C=CC=CC=1.Cl.C(OCC)C.[C:47]([OH:54])(=[O:53])/[CH:48]=[CH:49]\[C:50]([OH:52])=[O:51]. Product: [CH3:1][CH2:2][C:3]1[CH:8]=[CH:7][C:6]([C:9]([CH:11]([CH2:13][N:14]2[CH2:19][CH2:18][CH2:17][CH2:16][CH2:15]2)[CH3:12])=[O:10])=[CH:5][CH:4]=1.[C:47]([O-:54])(=[O:53])/[CH:48]=[CH:49]\[C:50]([O-:52])=[O:51]. The catalyst class is: 7.